From a dataset of TCR-epitope binding with 47,182 pairs between 192 epitopes and 23,139 TCRs. Binary Classification. Given a T-cell receptor sequence (or CDR3 region) and an epitope sequence, predict whether binding occurs between them. (1) The epitope is ILGLPTQTV. Result: 1 (the TCR binds to the epitope). The TCR CDR3 sequence is CASSQTGVRFGDNEQFF. (2) Result: 0 (the TCR does not bind to the epitope). The TCR CDR3 sequence is CASSKTSGRDTSVNEQFF. The epitope is RLQSLQTYV. (3) The epitope is TPRVTGGGAM. The TCR CDR3 sequence is CASSSRDRGSYEQYF. Result: 1 (the TCR binds to the epitope). (4) The epitope is KRWIILGLNK. The TCR CDR3 sequence is CASSARTSGGTDTQYF. Result: 0 (the TCR does not bind to the epitope). (5) The epitope is LLQTGIHVRVSQPSL. The TCR CDR3 sequence is CSARAGGGQETQYF. Result: 1 (the TCR binds to the epitope). (6) The epitope is LPPIVAKEI. The TCR CDR3 sequence is CASSQAGESNTEAFF. Result: 0 (the TCR does not bind to the epitope). (7) Result: 0 (the TCR does not bind to the epitope). The epitope is LLSAGIFGA. The TCR CDR3 sequence is CASSRRAGEDSPLHF. (8) The epitope is GILGFVFTL. The TCR CDR3 sequence is CASSDGDEENIQYF. Result: 0 (the TCR does not bind to the epitope).